Dataset: Peptide-MHC class I binding affinity with 185,985 pairs from IEDB/IMGT. Task: Regression. Given a peptide amino acid sequence and an MHC pseudo amino acid sequence, predict their binding affinity value. This is MHC class I binding data. The MHC is HLA-A02:01 with pseudo-sequence HLA-A02:01. The peptide sequence is LLPENNVLSPL. The binding affinity (normalized) is 0.728.